From a dataset of TCR-epitope binding with 47,182 pairs between 192 epitopes and 23,139 TCRs. Binary Classification. Given a T-cell receptor sequence (or CDR3 region) and an epitope sequence, predict whether binding occurs between them. Result: 1 (the TCR binds to the epitope). The TCR CDR3 sequence is CASSPDPSGNPMETQYF. The epitope is ISPRTLNAW.